This data is from Catalyst prediction with 721,799 reactions and 888 catalyst types from USPTO. The task is: Predict which catalyst facilitates the given reaction. (1) Reactant: C([O-])([O-])=O.[Cs+].[Cs+].[CH3:7][O:8][CH2:9][CH2:10][O:11][C:12]1[CH:17]=[CH:16][N:15]2[C:18]([C:21]3[CH:30]=[CH:29][C:28]4[C:23](=[C:24]([OH:31])[CH:25]=[CH:26][CH:27]=4)[N:22]=3)=[CH:19][N:20]=[C:14]2[CH:13]=1.[C@@H:32]12[O:37][C@@H:36]1[CH2:35][N:34]([C:38]([O:40][CH2:41][C:42]1[CH:51]=[CH:50][C:49]3[C:44](=[CH:45][CH:46]=[CH:47][CH:48]=3)[CH:43]=1)=[O:39])[CH2:33]2. Product: [OH:37][C@H:32]1[C@H:36]([O:31][C:24]2[CH:25]=[CH:26][CH:27]=[C:28]3[C:23]=2[N:22]=[C:21]([C:18]2[N:15]4[CH:16]=[CH:17][C:12]([O:11][CH2:10][CH2:9][O:8][CH3:7])=[CH:13][C:14]4=[N:20][CH:19]=2)[CH:30]=[CH:29]3)[CH2:35][N:34]([C:38]([O:40][CH2:41][C:42]2[CH:51]=[CH:50][C:49]3[C:44](=[CH:45][CH:46]=[CH:47][CH:48]=3)[CH:43]=2)=[O:39])[CH2:33]1. The catalyst class is: 3. (2) Reactant: [N+:1]([C:4]1[CH:9]=[CH:8][C:7]([N:10]2[CH2:15][CH2:14][N:13]([CH:16]3[CH2:19][O:18][CH2:17]3)[CH2:12][CH2:11]2)=[CH:6][CH:5]=1)([O-])=O. Product: [O:18]1[CH2:19][CH:16]([N:13]2[CH2:12][CH2:11][N:10]([C:7]3[CH:8]=[CH:9][C:4]([NH2:1])=[CH:5][CH:6]=3)[CH2:15][CH2:14]2)[CH2:17]1. The catalyst class is: 63. (3) Reactant: [SH:1][C:2]1[CH:7]=[CH:6][N:5]=[CH:4][CH:3]=1.C([O-])([O-])=O.[K+].[K+].[Cl:14][C:15]1[CH:20]=[CH:19][C:18]([N+:21]([O-])=O)=[C:17](F)[CH:16]=1.O. The catalyst class is: 3. Product: [Cl:14][C:15]1[CH:20]=[CH:19][C:18]([NH2:21])=[C:17]([S:1][C:2]2[CH:7]=[CH:6][N:5]=[CH:4][CH:3]=2)[CH:16]=1. (4) The catalyst class is: 2. Reactant: [CH3:1][O:2][C:3]1[CH:4]=[C:5]2[C:10](=[CH:11][C:12]=1[O:13][CH3:14])[N:9]=[CH:8][CH:7]=[C:6]2[O:15][C:16]1[CH:22]=[CH:21][C:19]([NH2:20])=[C:18]([CH3:23])[C:17]=1[CH3:24].C1(C)C=CC=CC=1.C(N(CC)CC)C.Cl[C:40](Cl)([O:42]C(=O)OC(Cl)(Cl)Cl)Cl.[F:51][C:52]1[CH:60]=[CH:59][C:55]([CH:56]([OH:58])[CH3:57])=[CH:54][CH:53]=1. Product: [CH3:1][O:2][C:3]1[CH:4]=[C:5]2[C:10](=[CH:11][C:12]=1[O:13][CH3:14])[N:9]=[CH:8][CH:7]=[C:6]2[O:15][C:16]1[CH:22]=[CH:21][C:19]([NH:20][C:40](=[O:42])[O:58][CH:56]([C:55]2[CH:59]=[CH:60][C:52]([F:51])=[CH:53][CH:54]=2)[CH3:57])=[C:18]([CH3:23])[C:17]=1[CH3:24]. (5) Reactant: [CH:1]1([C@H:4]([NH2:26])[C:5]([N:7]2[CH2:11][C:10]([C:12]3[CH:17]=[C:16]([F:18])[CH:15]=[CH:14][C:13]=3[F:19])=[CH:9][C@H:8]2[C:20]2[CH:25]=[CH:24][CH:23]=[CH:22][CH:21]=2)=[O:6])[CH2:3][CH2:2]1.[C:27]([O:31][CH3:32])(=[O:30])[CH:28]=[CH2:29].C(O)C. Product: [CH:1]1([C@H:4]([NH:26][CH2:29][CH2:28][C:27]([O:31][CH3:32])=[O:30])[C:5]([N:7]2[CH2:11][C:10]([C:12]3[CH:17]=[C:16]([F:18])[CH:15]=[CH:14][C:13]=3[F:19])=[CH:9][C@H:8]2[C:20]2[CH:21]=[CH:22][CH:23]=[CH:24][CH:25]=2)=[O:6])[CH2:3][CH2:2]1. The catalyst class is: 12. (6) Reactant: [C:1]([OH:25])(=[O:24])[CH2:2][CH2:3][CH2:4][CH2:5][CH2:6][CH2:7][CH2:8][CH2:9][C:10]#[C:11][C:12]#[C:13][CH2:14][CH2:15][CH2:16][CH2:17][CH2:18][CH2:19][CH2:20][CH2:21][CH2:22][CH3:23].[CH3:26]O.S(=O)(=O)(O)O. Product: [C:1]([O:25][CH3:26])(=[O:24])[CH2:2][CH2:3][CH2:4][CH2:5][CH2:6][CH2:7][CH2:8][CH2:9][C:10]#[C:11][C:12]#[C:13][CH2:14][CH2:15][CH2:16][CH2:17][CH2:18][CH2:19][CH2:20][CH2:21][CH2:22][CH3:23]. The catalyst class is: 28.